This data is from Forward reaction prediction with 1.9M reactions from USPTO patents (1976-2016). The task is: Predict the product of the given reaction. (1) Given the reactants [OH-].[Na+].[CH3:3][O:4][C:5]1[CH:10]=[C:9]([CH3:11])[C:8]([S:12]([N:15]2[CH2:20][CH2:19][CH2:18][CH2:17][CH:16]2[CH2:21][O:22][CH2:23][C:24]([O:26]C(C)(C)C)=[O:25])(=[O:14])=[O:13])=[C:7]([CH3:31])[CH:6]=1.C(OC(C)C)(C)C, predict the reaction product. The product is: [CH3:3][O:4][C:5]1[CH:10]=[C:9]([CH3:11])[C:8]([S:12]([N:15]2[CH2:20][CH2:19][CH2:18][CH2:17][CH:16]2[CH2:21][O:22][CH2:23][C:24]([OH:26])=[O:25])(=[O:14])=[O:13])=[C:7]([CH3:31])[CH:6]=1. (2) Given the reactants [CH2:1]([C:5]1[CH:36]=[CH:35][C:8]([NH:9][CH:10]2[CH2:15][CH2:14][N:13]([CH2:16][C:17]3[CH:22]=[CH:21][N:20]=[C:19]([C:23]4[CH:28]=[C:27]([O:29][CH3:30])[C:26]([O:31][CH3:32])=[C:25]([O:33][CH3:34])[CH:24]=4)[CH:18]=3)[CH2:12][CH2:11]2)=[CH:7][CH:6]=1)[CH2:2][CH2:3][CH3:4].[CH3:37][O:38][C:39]1[CH:40]=[C:41]([C:49]2[CH:56]=[CH:55][C:52]([CH2:53][Cl:54])=[CH:51][CH:50]=2)[CH:42]=[C:43]([O:47][CH3:48])[C:44]=1[O:45][CH3:46], predict the reaction product. The product is: [ClH:54].[ClH:54].[CH2:1]([C:5]1[CH:6]=[CH:7][C:8]([N:9]([CH:10]2[CH2:11][CH2:12][N:13]([CH2:16][C:17]3[CH:22]=[CH:21][N:20]=[C:19]([C:23]4[CH:28]=[C:27]([O:29][CH3:30])[C:26]([O:31][CH3:32])=[C:25]([O:33][CH3:34])[CH:24]=4)[CH:18]=3)[CH2:14][CH2:15]2)[CH2:53][C:52]2[CH:55]=[CH:56][C:49]([C:41]3[CH:42]=[C:43]([O:47][CH3:48])[C:44]([O:45][CH3:46])=[C:39]([O:38][CH3:37])[CH:40]=3)=[CH:50][CH:51]=2)=[CH:35][CH:36]=1)[CH2:2][CH2:3][CH3:4].